Dataset: Forward reaction prediction with 1.9M reactions from USPTO patents (1976-2016). Task: Predict the product of the given reaction. Given the reactants [NH:1]1[CH2:6][CH2:5][O:4][CH2:3][CH2:2]1.C(=O)([O-])[O-].[Na+].[Na+].Cl[C:14]1[N:19]=[C:18]([O:20][C:21]2[CH:50]=[CH:49][CH:48]=[CH:47][C:22]=2[CH2:23][NH:24][C:25]([NH:27][C:28]2[N:32]([C:33]3[CH:38]=[CH:37][CH:36]=[C:35]([S:39]([CH3:42])(=[O:41])=[O:40])[CH:34]=3)[N:31]=[C:30]([C:43]([CH3:46])([CH3:45])[CH3:44])[CH:29]=2)=[O:26])[CH:17]=[CH:16][N:15]=1, predict the reaction product. The product is: [O:4]1[CH2:5][CH2:6][N:1]([C:14]2[N:19]=[C:18]([O:20][C:21]3[CH:50]=[CH:49][CH:48]=[CH:47][C:22]=3[CH2:23][NH:24][C:25]([NH:27][C:28]3[N:32]([C:33]4[CH:38]=[CH:37][CH:36]=[C:35]([S:39]([CH3:42])(=[O:40])=[O:41])[CH:34]=4)[N:31]=[C:30]([C:43]([CH3:44])([CH3:45])[CH3:46])[CH:29]=3)=[O:26])[CH:17]=[CH:16][N:15]=2)[CH2:2][CH2:3]1.